From a dataset of Reaction yield outcomes from USPTO patents with 853,638 reactions. Predict the reaction yield, written as a fraction of the theoretical maximum amount of product (1.0 means a 100% yield; for example, 0.34 means a 34% yield). (1) The reactants are [O:1]=[C:2]1[C:10]2[N:9]([CH2:11][C:12](=[O:19])[NH:13][CH2:14][C:15](=O)[CH2:16][CH3:17])[N:8]=[C:7]([C:20]([O:22][CH2:23][CH3:24])=[O:21])[C:6]=2[CH2:5][CH2:4][CH2:3]1.P(Cl)(Cl)(Cl)=O.[OH-].[Na+]. The catalyst is C1(C)C=CC=CC=1. The product is [CH2:16]([C:15]1[O:19][C:12]([CH2:11][N:9]2[C:10]3[C:2](=[O:1])[CH2:3][CH2:4][CH2:5][C:6]=3[C:7]([C:20]([O:22][CH2:23][CH3:24])=[O:21])=[N:8]2)=[N:13][CH:14]=1)[CH3:17]. The yield is 0.600. (2) The reactants are [C:1]([O:5][C:6]([N:8]1[CH2:12][C@@H:11]([OH:13])[C@H:10]2[O:14][CH2:15][C:16]([O:19][CH3:20])([O:17][CH3:18])[C@@H:9]12)=[O:7])([CH3:4])(C)C.Cl.N1[CH:27]=[CH:26][CH:25]=[CH:24][CH:23]=1.C(Cl)(OCC1C=CC=CC=1)=O. The catalyst is C(Cl)Cl.CO. The product is [CH2:1]([O:5][C:6]([N:8]1[CH2:12][C@@H:11]([OH:13])[C@H:10]2[O:14][CH2:15][C:16]([O:17][CH3:18])([O:19][CH3:20])[C@@H:9]12)=[O:7])[C:4]1[CH:27]=[CH:26][CH:25]=[CH:24][CH:23]=1. The yield is 0.590. (3) The reactants are [CH3:1][CH:2]([C:21]1[CH:22]=[C:23]([CH:25]=[CH:26][CH:27]=1)[NH2:24])[CH2:3][N:4]1[CH2:9][CH2:8][N:7]([C:10]2[CH:19]=[CH:18][CH:17]=[C:16]3[C:11]=2[CH:12]=[CH:13][C:14]([CH3:20])=[N:15]3)[CH2:6][CH2:5]1.[C:28](O)(=[O:30])[CH3:29]. No catalyst specified. The product is [CH3:1][CH:2]([C:21]1[CH:22]=[C:23]([NH:24][C:28](=[O:30])[CH3:29])[CH:25]=[CH:26][CH:27]=1)[CH2:3][N:4]1[CH2:5][CH2:6][N:7]([C:10]2[CH:19]=[CH:18][CH:17]=[C:16]3[C:11]=2[CH:12]=[CH:13][C:14]([CH3:20])=[N:15]3)[CH2:8][CH2:9]1. The yield is 0.750. (4) The reactants are [CH3:1][C:2]1[CH:6]=[C:5]([C:7]([OH:9])=O)[O:4][N:3]=1.C(Cl)(=O)C(Cl)=O.[NH2:16][C:17]1[CH:18]=[C:19]([CH:36]=[CH:37][CH:38]=1)[O:20][C:21]1[CH:22]=[CH:23][C:24]2[N:25]([CH:27]=[C:28]([NH:30][C:31]([CH:33]3[CH2:35][CH2:34]3)=[O:32])[N:29]=2)[N:26]=1.C(N(CC)CC)C. The catalyst is O1CCCC1.CN(C)C=O.C(=O)([O-])O.[Na+]. The product is [CH:33]1([C:31]([NH:30][C:28]2[N:29]=[C:24]3[CH:23]=[CH:22][C:21]([O:20][C:19]4[CH:18]=[C:17]([NH:16][C:7]([C:5]5[O:4][N:3]=[C:2]([CH3:1])[CH:6]=5)=[O:9])[CH:38]=[CH:37][CH:36]=4)=[N:26][N:25]3[CH:27]=2)=[O:32])[CH2:34][CH2:35]1. The yield is 0.220. (5) The reactants are [Cl:1][C:2]1[CH:7]=[C:6]([Cl:8])[CH:5]=[CH:4][C:3]=1[C:9]1[C:17]2[O:16][CH:15]([CH2:18][NH2:19])[CH2:14][C:13]=2[CH:12]=[CH:11][CH:10]=1.C(N(C(C)C)CC)(C)C.Cl[C:30]([O:32][CH2:33][C:34]1[CH:39]=[CH:38][CH:37]=[CH:36][CH:35]=1)=[O:31].C1(C2C3OC(CNC(=O)OCC4C=CC=CC=4)CC=3C=CC=2)CCCC1. No catalyst specified. The product is [CH2:33]([O:32][C:30](=[O:31])[NH:19][CH2:18][CH:15]1[CH2:14][C:13]2[CH:12]=[CH:11][CH:10]=[C:9]([C:3]3[CH:4]=[CH:5][C:6]([Cl:8])=[CH:7][C:2]=3[Cl:1])[C:17]=2[O:16]1)[C:34]1[CH:39]=[CH:38][CH:37]=[CH:36][CH:35]=1. The yield is 0.870. (6) The reactants are Br[C:2]1[CH:7]=[CH:6][C:5]([N:8]([CH2:11][CH3:12])[CH2:9][CH3:10])=[CH:4][CH:3]=1.C([Li])CCC.[B:18](OC(C)C)([O:23]C(C)C)[O:19]C(C)C. No catalyst specified. The product is [CH2:9]([N:8]([CH2:11][CH3:12])[C:5]1[CH:6]=[CH:7][C:2]([B:18]([OH:23])[OH:19])=[CH:3][CH:4]=1)[CH3:10]. The yield is 0.940.